Dataset: Peptide-MHC class II binding affinity with 134,281 pairs from IEDB. Task: Regression. Given a peptide amino acid sequence and an MHC pseudo amino acid sequence, predict their binding affinity value. This is MHC class II binding data. (1) The peptide sequence is LYKYKVVKIEPLGVAPTKAK. The MHC is HLA-DQA10501-DQB10301 with pseudo-sequence HLA-DQA10501-DQB10301. The binding affinity (normalized) is 0.435. (2) The peptide sequence is KLIADSIDFNQVAQV. The MHC is DRB1_0404 with pseudo-sequence DRB1_0404. The binding affinity (normalized) is 0.563. (3) The peptide sequence is LHGGHVSCRVKLSAL. The MHC is DRB3_0101 with pseudo-sequence DRB3_0101. The binding affinity (normalized) is 0. (4) The MHC is HLA-DQA10201-DQB10301 with pseudo-sequence HLA-DQA10201-DQB10301. The peptide sequence is VFSPGRKNGSFIIDG. The binding affinity (normalized) is 0.